This data is from Catalyst prediction with 721,799 reactions and 888 catalyst types from USPTO. The task is: Predict which catalyst facilitates the given reaction. (1) Reactant: [C:1]([C:3]1[CH:8]=[CH:7][C:6]([C:9]2[C:10]3[N:11]([C:26]([CH2:29][CH3:30])=[CH:27][CH:28]=3)[N:12]=[C:13]([CH3:25])[C:14]=2[CH2:15][CH2:16][CH2:17][CH2:18][CH2:19][C:20]([O:22]CC)=[O:21])=[CH:5][CH:4]=1)#[N:2].[OH-].[K+].CO. Product: [C:1]([C:3]1[CH:4]=[CH:5][C:6]([C:9]2[C:10]3[N:11]([C:26]([CH2:29][CH3:30])=[CH:27][CH:28]=3)[N:12]=[C:13]([CH3:25])[C:14]=2[CH2:15][CH2:16][CH2:17][CH2:18][CH2:19][C:20]([OH:22])=[O:21])=[CH:7][CH:8]=1)#[N:2]. The catalyst class is: 7. (2) Reactant: Br[C:2]1[CH:8]=[CH:7][C:5]([NH2:6])=[C:4]([N+:9]([O-:11])=[O:10])[CH:3]=1.[CH3:12][C:13]1[C:17](B2OC(C)(C)C(C)(C)O2)=[C:16]([CH3:27])[O:15][N:14]=1.O. Product: [CH3:12][C:13]1[C:17]([C:2]2[CH:8]=[CH:7][C:5]([NH2:6])=[C:4]([N+:9]([O-:11])=[O:10])[CH:3]=2)=[C:16]([CH3:27])[O:15][N:14]=1. The catalyst class is: 25. (3) Reactant: [Cl:1][C:2]1[CH:7]=[CH:6][C:5]([N:8]2[C:13]([OH:14])=[C:12]([C:15](OCC)=[O:16])[C:11](=[O:20])[N:10]([CH2:21][C:22]3[CH:27]=[CH:26][CH:25]=[CH:24][CH:23]=3)[C:9]2=[O:28])=[CH:4][CH:3]=1.C1(CNC([CH:39](C(OCC)=O)[C:40]([O:42]CC)=[O:41])=O)C=CC=CC=1.[H-].[Na+].ClC1C=CC([N:59]=C=O)=CC=1.Cl. Product: [Cl:1][C:2]1[CH:3]=[CH:4][C:5]([N:8]2[C:13]([OH:14])=[C:12]([C:15]([NH:59][CH2:39][C:40]([OH:42])=[O:41])=[O:16])[C:11](=[O:20])[N:10]([CH2:21][C:22]3[CH:27]=[CH:26][CH:25]=[CH:24][CH:23]=3)[C:9]2=[O:28])=[CH:6][CH:7]=1. The catalyst class is: 7.